Dataset: Peptide-MHC class I binding affinity with 185,985 pairs from IEDB/IMGT. Task: Regression. Given a peptide amino acid sequence and an MHC pseudo amino acid sequence, predict their binding affinity value. This is MHC class I binding data. (1) The peptide sequence is KSEPEGTRM. The MHC is HLA-B58:01 with pseudo-sequence HLA-B58:01. The binding affinity (normalized) is 0.0861. (2) The peptide sequence is MKWGMEMRR. The MHC is HLA-B35:01 with pseudo-sequence HLA-B35:01. The binding affinity (normalized) is 0.0847. (3) The peptide sequence is FINFFNLLA. The MHC is HLA-A02:01 with pseudo-sequence HLA-A02:01. The binding affinity (normalized) is 0.391. (4) The binding affinity (normalized) is 0.0847. The MHC is HLA-B15:17 with pseudo-sequence HLA-B15:17. The peptide sequence is DIVGGLFTY. (5) The peptide sequence is FEEHLAPFMS. The MHC is HLA-B44:02 with pseudo-sequence HLA-B44:02. The binding affinity (normalized) is 0.00476.